This data is from Forward reaction prediction with 1.9M reactions from USPTO patents (1976-2016). The task is: Predict the product of the given reaction. (1) The product is: [F:31][C:32]1([F:44])[CH2:33][CH:23]1[C:24]1[CH:29]=[CH:28][C:27]([CH:4]([C@@H:3]([CH3:18])[C:2]([F:1])([F:19])[F:20])[C:5]([O:7][CH2:8][CH3:9])=[O:6])=[CH:26][CH:25]=1. Given the reactants [F:1][C:2]([F:20])([F:19])[C@H:3]([CH3:18])[CH:4](C1C=CC(C=C)=CC=1)[C:5]([O:7][CH2:8][CH3:9])=[O:6].[F-].[Na+].[CH3:23][C:24]1[CH:29]=[CH:28][C:27](O)=[CH:26][CH:25]=1.[F:31][C:32]([F:44])(S(F)(=O)=O)[C:33](O[Si](C)(C)C)=O.C(=O)(O)[O-].[Na+], predict the reaction product. (2) Given the reactants [O:1]1[CH:5]=[CH:4][CH:3]=[C:2]1[C:6]1[N:11]=[C:10]([NH2:12])[C:9]([NH2:13])=[CH:8][C:7]=1[C:14]1[CH:19]=[CH:18][N:17]=[CH:16][N:15]=1.[CH2:20](C(CC)(CC)C([O-])([O-])[O-])[CH3:21].O.C(=O)([O-])O.[Na+], predict the reaction product. The product is: [O:1]1[CH:5]=[CH:4][CH:3]=[C:2]1[C:6]1[N:11]=[C:10]2[NH:12][C:20]([CH3:21])=[N:13][C:9]2=[CH:8][C:7]=1[C:14]1[CH:19]=[CH:18][N:17]=[CH:16][N:15]=1. (3) Given the reactants [F:1][C:2]1[C:18]([NH:19][C:20]2[C:23](=O)[C:22](=[O:25])[C:21]=2[O:26]C)=[CH:17][CH:16]=[C:15]([F:28])[C:3]=1[C:4]([N:6]1[CH2:10][CH2:9][CH2:8][C@H:7]1[C:11]([O:13][CH3:14])=[O:12])=[O:5].[CH3:29][C:30]1[O:34][C:33]([CH:35]([NH2:41])[C:36]2([CH3:40])[CH2:39][O:38][CH2:37]2)=[CH:32][CH:31]=1, predict the reaction product. The product is: [F:1][C:2]1[C:18]([NH:19][C:20]2[C:21](=[O:26])[C:22](=[O:25])[C:23]=2[NH:41][CH:35]([C:33]2[O:34][C:30]([CH3:29])=[CH:31][CH:32]=2)[C:36]2([CH3:40])[CH2:37][O:38][CH2:39]2)=[CH:17][CH:16]=[C:15]([F:28])[C:3]=1[C:4]([N:6]1[CH2:10][CH2:9][CH2:8][C@H:7]1[C:11]([O:13][CH3:14])=[O:12])=[O:5]. (4) Given the reactants C(=O)([O-])[O-].[Cs+].[Cs+].[CH3:7][C:8]1[CH:13]=[C:12]([N+:14]([O-:16])=[O:15])[CH:11]=[CH:10][C:9]=1[NH:17][S:18]([CH2:21][CH2:22][CH2:23]Cl)(=[O:20])=[O:19], predict the reaction product. The product is: [CH3:7][C:8]1[CH:13]=[C:12]([N+:14]([O-:16])=[O:15])[CH:11]=[CH:10][C:9]=1[N:17]1[CH2:23][CH2:22][CH2:21][S:18]1(=[O:20])=[O:19]. (5) Given the reactants [CH2:1]([N:8]([CH2:13][C:14]1[C:15](Cl)=[N:16][C:17](Cl)=[CH:18][CH:19]=1)[CH2:9][CH2:10][CH:11]=[CH2:12])[C:2]1[CH:7]=[CH:6][CH:5]=[CH:4][CH:3]=1.C(=O)([O-])[O-].[K+].[K+].CC1C=CC=CC=1P(C1C=CC=CC=1C)C1C=CC=CC=1C.CC(C)([O-])C.[Na+].[NH:56]1[CH2:61][CH2:60][O:59][CH2:58][CH2:57]1.CC(C1C=C(C(C)C)C(C2C=CC=CC=2P(C2CCCCC2)C2CCCCC2)=C(C(C)C)C=1)C, predict the reaction product. The product is: [CH2:1]([N:8]1[CH2:9]/[C:10](=[CH:11]\[CH3:12])/[C:15]2[N:16]=[C:17]([N:56]3[CH2:61][CH2:60][O:59][CH2:58][CH2:57]3)[CH:18]=[CH:19][C:14]=2[CH2:13]1)[C:2]1[CH:7]=[CH:6][CH:5]=[CH:4][CH:3]=1. (6) Given the reactants C[O:2][C:3]([C:5]1[CH:10]=[CH:9][N:8]=[C:7]2[CH:11]=[C:12]([CH2:14][O:15][C:16]3[CH:21]=[CH:20][C:19]([Cl:22])=[CH:18][CH:17]=3)[NH:13][C:6]=12)=[O:4], predict the reaction product. The product is: [Cl:22][C:19]1[CH:18]=[CH:17][C:16]([O:15][CH2:14][C:12]2[NH:13][C:6]3[C:7](=[N:8][CH:9]=[CH:10][C:5]=3[C:3]([OH:4])=[O:2])[CH:11]=2)=[CH:21][CH:20]=1. (7) The product is: [ClH:1].[CH2:6]([O:13][C:14]1[C:15]([NH:21][C:22]2[S:23][CH:2]=[C:3]([CH3:4])[N:24]=2)=[N:16][CH:17]=[C:18]([Br:20])[CH:19]=1)[C:7]1[CH:12]=[CH:11][CH:10]=[CH:9][CH:8]=1. Given the reactants [Cl:1][CH2:2][C:3](=O)[CH3:4].[CH2:6]([O:13][C:14]1[C:15]([NH:21][C:22]([NH2:24])=[S:23])=[N:16][CH:17]=[C:18]([Br:20])[CH:19]=1)[C:7]1[CH:12]=[CH:11][CH:10]=[CH:9][CH:8]=1.C(N(CC)CC)C.C(O)C, predict the reaction product. (8) Given the reactants [C:1]([CH2:9][N+:10]([O-:12])=[O:11])(=[O:8])[C:2]1[CH:7]=[CH:6][CH:5]=[CH:4][CH:3]=1.Cl[C:14](=[N:20]O)[C:15]([O:17][CH2:18][CH3:19])=[O:16], predict the reaction product. The product is: [CH2:18]([O:17][C:15]([C:14]1[C:9]([N+:10]([O-:12])=[O:11])=[C:1]([C:2]2[CH:7]=[CH:6][CH:5]=[CH:4][CH:3]=2)[O:8][N:20]=1)=[O:16])[CH3:19]. (9) Given the reactants Br[C:2]1[CH:7]=[CH:6][C:5]([C:8]2[N:9]=[CH:10][C:11]([NH2:14])=[N:12][CH:13]=2)=[CH:4][CH:3]=1.[C:15]([NH:19][S:20]([C:23]1[CH:28]=[CH:27][CH:26]=[CH:25][C:24]=1B(O)O)(=[O:22])=[O:21])([CH3:18])([CH3:17])[CH3:16].C([O-])([O-])=O.[K+].[K+].C(Cl)Cl, predict the reaction product. The product is: [NH2:14][C:11]1[N:12]=[CH:13][C:8]([C:5]2[CH:6]=[CH:7][C:2]([C:24]3[C:23]([S:20]([NH:19][C:15]([CH3:18])([CH3:17])[CH3:16])(=[O:21])=[O:22])=[CH:28][CH:27]=[CH:26][CH:25]=3)=[CH:3][CH:4]=2)=[N:9][CH:10]=1. (10) Given the reactants [CH:1]1([N:6]2[C:14]3[C:9](=[CH:10][C:11]([F:16])=[C:12]([CH3:15])[CH:13]=3)[C:8]([C:17]([O:19][CH3:20])=[O:18])=[C:7]2B(O)O)[CH2:5][CH2:4][CH2:3][CH2:2]1.Cl[C:25]1[N:30]=[CH:29][C:28]([S:31]([NH:34][C@@H:35]([CH3:40])[C:36]([F:39])([F:38])[F:37])(=[O:33])=[O:32])=[CH:27][CH:26]=1.C([O-])([O-])=O.[K+].[K+].C(OCC)(=O)C, predict the reaction product. The product is: [CH:1]1([N:6]2[C:14]3[C:9](=[CH:10][C:11]([F:16])=[C:12]([CH3:15])[CH:13]=3)[C:8]([C:17]([O:19][CH3:20])=[O:18])=[C:7]2[C:25]2[CH:26]=[CH:27][C:28]([S:31](=[O:33])(=[O:32])[NH:34][C@@H:35]([CH3:40])[C:36]([F:38])([F:37])[F:39])=[CH:29][N:30]=2)[CH2:5][CH2:4][CH2:3][CH2:2]1.